The task is: Regression. Given two drug SMILES strings and cell line genomic features, predict the synergy score measuring deviation from expected non-interaction effect.. This data is from NCI-60 drug combinations with 297,098 pairs across 59 cell lines. (1) Drug 1: C1=CC(=CC=C1CCCC(=O)O)N(CCCl)CCCl. Drug 2: CC1C(C(CC(O1)OC2CC(CC3=C2C(=C4C(=C3O)C(=O)C5=CC=CC=C5C4=O)O)(C(=O)C)O)N)O. Cell line: SK-MEL-2. Synergy scores: CSS=33.3, Synergy_ZIP=1.71, Synergy_Bliss=1.05, Synergy_Loewe=-49.4, Synergy_HSA=-2.21. (2) Drug 1: CCN(CC)CCNC(=O)C1=C(NC(=C1C)C=C2C3=C(C=CC(=C3)F)NC2=O)C. Drug 2: CCN(CC)CCCC(C)NC1=C2C=C(C=CC2=NC3=C1C=CC(=C3)Cl)OC. Cell line: COLO 205. Synergy scores: CSS=20.7, Synergy_ZIP=0.683, Synergy_Bliss=-0.926, Synergy_Loewe=-18.9, Synergy_HSA=-2.59.